From a dataset of Reaction yield outcomes from USPTO patents with 853,638 reactions. Predict the reaction yield, written as a fraction of the theoretical maximum amount of product (1.0 means a 100% yield; for example, 0.34 means a 34% yield). (1) The reactants are [Cl:1][C:2]1[CH:7]=[CH:6][C:5]([C:8](=[CH2:13])[C:9]([O:11][CH3:12])=[O:10])=[CH:4][CH:3]=1.[CH:14]([NH2:17])([CH3:16])[CH3:15].[CH3:18][C:19]([O:22][C:23](O[C:23]([O:22][C:19]([CH3:21])([CH3:20])[CH3:18])=[O:24])=[O:24])([CH3:21])[CH3:20]. The catalyst is C1COCC1. The product is [C:19]([O:22][C:23]([N:17]([CH:14]([CH3:16])[CH3:15])[CH2:13][CH:8]([C:5]1[CH:4]=[CH:3][C:2]([Cl:1])=[CH:7][CH:6]=1)[C:9]([O:11][CH3:12])=[O:10])=[O:24])([CH3:21])([CH3:20])[CH3:18]. The yield is 0.940. (2) The reactants are C([O:3][C:4]([C:6]1[CH:15]=[CH:14][C:13]2[C:8](=[CH:9][CH:10]=[C:11]([O:16][S:17]([C:20]([F:23])([F:22])[F:21])(=[O:19])=[O:18])[CH:12]=2)[CH:7]=1)=O)C.CC(C[AlH]CC(C)C)C. The catalyst is C1(C)C=CC=CC=1. The product is [F:22][C:20]([F:21])([F:23])[S:17]([O:16][C:11]1[CH:12]=[C:13]2[C:8](=[CH:9][CH:10]=1)[CH:7]=[C:6]([CH2:4][OH:3])[CH:15]=[CH:14]2)(=[O:18])=[O:19]. The yield is 0.720.